From a dataset of NCI-60 drug combinations with 297,098 pairs across 59 cell lines. Regression. Given two drug SMILES strings and cell line genomic features, predict the synergy score measuring deviation from expected non-interaction effect. (1) Drug 1: C1CN(CCN1C(=O)CCBr)C(=O)CCBr. Drug 2: C1=NNC2=C1C(=O)NC=N2. Cell line: OVCAR-4. Synergy scores: CSS=0.780, Synergy_ZIP=-1.42, Synergy_Bliss=-0.864, Synergy_Loewe=-17.0, Synergy_HSA=-3.02. (2) Drug 1: CCN(CC)CCNC(=O)C1=C(NC(=C1C)C=C2C3=C(C=CC(=C3)F)NC2=O)C. Drug 2: CCC1(C2=C(COC1=O)C(=O)N3CC4=CC5=C(C=CC(=C5CN(C)C)O)N=C4C3=C2)O.Cl. Cell line: CAKI-1. Synergy scores: CSS=22.6, Synergy_ZIP=-6.98, Synergy_Bliss=-2.40, Synergy_Loewe=-13.1, Synergy_HSA=-3.52. (3) Drug 1: C1=CC(=CC=C1C#N)C(C2=CC=C(C=C2)C#N)N3C=NC=N3. Drug 2: CC1=C(C(CCC1)(C)C)C=CC(=CC=CC(=CC(=O)O)C)C. Cell line: HCT-15. Synergy scores: CSS=-0.184, Synergy_ZIP=2.13, Synergy_Bliss=-1.06, Synergy_Loewe=-9.66, Synergy_HSA=-5.67.